Dataset: Full USPTO retrosynthesis dataset with 1.9M reactions from patents (1976-2016). Task: Predict the reactants needed to synthesize the given product. Given the product [Br:1][C:2]1[CH:3]=[N:4][C:5]([O:20][C:17]2[CH:18]=[CH:19][C:14]([F:13])=[CH:15][CH:16]=2)=[C:6]([CH:11]=1)[C:7]([O:9][CH3:10])=[O:8], predict the reactants needed to synthesize it. The reactants are: [Br:1][C:2]1[CH:3]=[N:4][C:5](Cl)=[C:6]([CH:11]=1)[C:7]([O:9][CH3:10])=[O:8].[F:13][C:14]1[CH:19]=[CH:18][C:17]([OH:20])=[CH:16][CH:15]=1.